From a dataset of Peptide-MHC class I binding affinity with 185,985 pairs from IEDB/IMGT. Regression. Given a peptide amino acid sequence and an MHC pseudo amino acid sequence, predict their binding affinity value. This is MHC class I binding data. (1) The peptide sequence is VEIFKHLVF. The MHC is HLA-A01:01 with pseudo-sequence HLA-A01:01. The binding affinity (normalized) is 0.0847. (2) The binding affinity (normalized) is 0.411. The peptide sequence is LLPRRGPRL. The MHC is Mamu-A01 with pseudo-sequence Mamu-A01. (3) The peptide sequence is PGYRWMCLRR. The MHC is HLA-A02:01 with pseudo-sequence HLA-A02:01. The binding affinity (normalized) is 0.